From a dataset of Forward reaction prediction with 1.9M reactions from USPTO patents (1976-2016). Predict the product of the given reaction. (1) The product is: [CH2:1]([O:5][CH2:6][CH2:7][O:8][C:9]1[CH:10]=[CH:11][C:12]([C:15]2[CH:16]=[CH:17][C:18]3[N:24]([CH2:11][CH:12]([CH3:15])[CH3:13])[CH2:23][CH2:22][C:21]([C:25]([NH:27][C:28]4[CH:33]=[CH:32][C:31]([CH:34]([OH:43])[C:35]5[CH:40]=[C:39]([CH3:41])[CH:38]=[CH:37][N+:36]=5[O-:42])=[C:30]([O:44][CH3:45])[CH:29]=4)=[O:26])=[CH:20][C:19]=3[CH:46]=2)=[CH:13][CH:14]=1)[CH2:2][CH2:3][CH3:4]. Given the reactants [CH2:1]([O:5][CH2:6][CH2:7][O:8][C:9]1[CH:14]=[CH:13][C:12]([C:15]2[CH:16]=[CH:17][C:18]3[NH:24][CH2:23][CH2:22][C:21]([C:25]([NH:27][C:28]4[CH:33]=[CH:32][C:31]([CH:34]([OH:43])[C:35]5[CH:40]=[C:39]([CH3:41])[CH:38]=[CH:37][N+:36]=5[O-:42])=[C:30]([O:44][CH3:45])[CH:29]=4)=[O:26])=[CH:20][C:19]=3[CH:46]=2)=[CH:11][CH:10]=1)[CH2:2][CH2:3][CH3:4].C(=O)(O)[O-].[Na+], predict the reaction product. (2) Given the reactants [OH:1][N:2]1[C:6](=[O:7])[C:5]2=[CH:8][CH:9]=[CH:10][CH:11]=[C:4]2[C:3]1=[O:12].[N+](C1C=C(S(O[CH2:26][C@@:27]2([CH3:30])[CH2:29][O:28]2)(=O)=O)C=CC=1)([O-])=O, predict the reaction product. The product is: [CH3:26][C@:27]1([CH2:30][O:1][N:2]2[C:3](=[O:12])[C:4]3[C:5](=[CH:8][CH:9]=[CH:10][CH:11]=3)[C:6]2=[O:7])[CH2:29][O:28]1. (3) Given the reactants [CH:1]1([C:4]2[N:8]([C:9]3[CH:14]=[CH:13][C:12]([NH:15][C:16](=[O:24])[CH2:17][C:18]4[CH:23]=[CH:22][CH:21]=[CH:20][N:19]=4)=[CH:11][CH:10]=3)[N:7]=[C:6]([C:25]([F:28])([F:27])[F:26])[CH:5]=2)[CH2:3][CH2:2]1.N1C=CC=CC=1CC(O)=O.[ClH:39], predict the reaction product. The product is: [ClH:39].[CH:1]1([C:4]2[N:8]([C:9]3[CH:10]=[CH:11][C:12]([NH:15][C:16](=[O:24])[CH2:17][C:18]4[CH:23]=[CH:22][CH:21]=[CH:20][N:19]=4)=[CH:13][CH:14]=3)[N:7]=[C:6]([C:25]([F:26])([F:27])[F:28])[CH:5]=2)[CH2:3][CH2:2]1.